Dataset: Reaction yield outcomes from USPTO patents with 853,638 reactions. Task: Predict the reaction yield, written as a fraction of the theoretical maximum amount of product (1.0 means a 100% yield; for example, 0.34 means a 34% yield). (1) The reactants are [CH2:1]([N:3]1[C:11]2[C:6](=[CH:7][CH:8]=[CH:9][CH:10]=2)[C:5]([CH:12]=[C:13]([N+:15]([O-])=O)[CH3:14])=[CH:4]1)[CH3:2].[H-].[H-].[H-].[H-].[Li+].[Al+3]. The catalyst is C1COCC1. The product is [CH2:1]([N:3]1[C:11]2[C:6](=[CH:7][CH:8]=[CH:9][CH:10]=2)[C:5]([CH2:12][CH:13]([NH2:15])[CH3:14])=[CH:4]1)[CH3:2]. The yield is 0.980. (2) The reactants are [CH:1]1([C:5]2[CH:10]=[C:9]([O:11]CC3C=CC=CC=3)[CH:8]=[CH:7][C:6]=2[C:19]2[CH:24]=[CH:23][CH:22]=[C:21]([N:25]3C(C)=CC=C3C)[N:20]=2)[CH2:4][CH2:3][CH2:2]1.NO. The catalyst is CCO. The product is [NH2:25][C:21]1[N:20]=[C:19]([C:6]2[CH:7]=[CH:8][C:9]([OH:11])=[CH:10][C:5]=2[CH:1]2[CH2:4][CH2:3][CH2:2]2)[CH:24]=[CH:23][CH:22]=1. The yield is 0.610. (3) The reactants are [F:1][C:2]([F:26])([F:25])[CH2:3][N:4]1[C:8]([C:9]2[CH:10]=[C:11]3[N:17]([N:18]=2)[C:16]2[CH:19]=[C:20]([CH2:23][OH:24])[CH:21]=[CH:22][C:15]=2[O:14][CH2:13][CH2:12]3)=[N:7][CH:6]=[N:5]1.CC(OI1(OC(C)=O)(OC(C)=O)OC(=O)C2C=CC=CC1=2)=O. The catalyst is C(Cl)Cl. The product is [F:25][C:2]([F:1])([F:26])[CH2:3][N:4]1[C:8]([C:9]2[CH:10]=[C:11]3[N:17]([N:18]=2)[C:16]2[CH:19]=[C:20]([CH:23]=[O:24])[CH:21]=[CH:22][C:15]=2[O:14][CH2:13][CH2:12]3)=[N:7][CH:6]=[N:5]1. The yield is 0.700. (4) The yield is 0.630. The catalyst is C(O)(C(F)(F)F)=O. The reactants are [F:1][C:2]1[CH:36]=[C:35]([NH:37][C:38]([NH:40][C:41](=[O:50])[CH2:42][C:43]2[CH:48]=[CH:47][C:46]([F:49])=[CH:45][CH:44]=2)=[S:39])[CH:34]=[CH:33][C:3]=1[O:4][C:5]1[CH:10]=[CH:9][N:8]=[C:7]2[CH:11]=[C:12]([C:14]3[N:19]=[CH:18][C:17]([CH2:20][N:21]([CH2:29][CH2:30][O:31][CH3:32])C(=O)OC(C)(C)C)=[CH:16][CH:15]=3)[S:13][C:6]=12. The product is [F:1][C:2]1[CH:36]=[C:35]([NH:37][C:38]([NH:40][C:41](=[O:50])[CH2:42][C:43]2[CH:44]=[CH:45][C:46]([F:49])=[CH:47][CH:48]=2)=[S:39])[CH:34]=[CH:33][C:3]=1[O:4][C:5]1[CH:10]=[CH:9][N:8]=[C:7]2[CH:11]=[C:12]([C:14]3[CH:15]=[CH:16][C:17]([CH2:20][NH:21][CH2:29][CH2:30][O:31][CH3:32])=[CH:18][N:19]=3)[S:13][C:6]=12. (5) The product is [C:1]([C:5]1[CH:14]=[CH:13][C:12]([NH2:15])=[CH:11][C:6]=1[CH2:7][OH:8])([CH3:4])([CH3:2])[CH3:3]. The reactants are [C:1]([C:5]1[CH:14]=[CH:13][C:12]([NH2:15])=[CH:11][C:6]=1[C:7](OC)=[O:8])([CH3:4])([CH3:3])[CH3:2].[H-].[H-].[H-].[H-].[Li+].[Al+3]. The catalyst is C1COCC1.O. The yield is 0.200. (6) The reactants are S[C:2]1[N:3]=[C:4]([OH:12])[C:5]2[C@H:10]([CH3:11])[CH2:9][CH2:8][C:6]=2[N:7]=1.[NH4+].[OH-]. The catalyst is O.[Ni]. The product is [CH3:11][C@H:10]1[C:5]2[C:4]([OH:12])=[N:3][CH:2]=[N:7][C:6]=2[CH2:8][CH2:9]1. The yield is 0.990.